This data is from Catalyst prediction with 721,799 reactions and 888 catalyst types from USPTO. The task is: Predict which catalyst facilitates the given reaction. (1) Reactant: [C:1]12([CH2:11][NH:12][C:13]([C:15]3[C:20]([Cl:21])=[CH:19][CH:18]=[C:17]([NH2:22])[N:16]=3)=[O:14])[CH2:10][CH:5]3[CH2:6][CH:7]([CH2:9][CH:3]([CH2:4]3)[CH2:2]1)[CH2:8]2.[CH2:23]([O:25][C:26](=[O:31])[C:27](=O)[CH2:28]Br)[CH3:24]. Product: [CH2:23]([O:25][C:26]([C:27]1[N:22]=[C:17]2[CH:18]=[CH:19][C:20]([Cl:21])=[C:15]([C:13](=[O:14])[NH:12][CH2:11][C:1]34[CH2:8][CH:7]5[CH2:9][CH:3]([CH2:4][CH:5]([CH2:6]5)[CH2:10]3)[CH2:2]4)[N:16]2[CH:28]=1)=[O:31])[CH3:24]. The catalyst class is: 14. (2) The catalyst class is: 133. Reactant: [CH3:1][C:2]([C:4]1[CH:9]=[CH:8][C:7]([Br:10])=[CH:6][CH:5]=1)=[O:3].[C:11](OCC)(=[O:17])[C:12]([O:14][CH2:15][CH3:16])=[O:13].[H-].[Na+].O. Product: [Br:10][C:7]1[CH:8]=[CH:9][C:4]([C:2]([OH:3])=[CH:1][C:11](=[O:17])[C:12]([O:14][CH2:15][CH3:16])=[O:13])=[CH:5][CH:6]=1. (3) Reactant: [S:1]1[C:5]2[CH:6]=[C:7]([N:10]3[CH2:14][CH2:13][N:12]([C:15]4[CH:16]=[N:17][CH:18]=[CH:19][C:20]=4Cl)[C:11]3=[O:22])[CH:8]=[CH:9][C:4]=2[N:3]=[CH:2]1.[CH3:23][N:24]1[CH2:29][CH2:28][CH:27]([CH2:30][OH:31])[CH2:26][CH2:25]1.[OH-].[K+].C([O-])([O-])=O.[K+].[K+]. Product: [S:1]1[C:5]2[CH:6]=[C:7]([N:10]3[CH2:14][CH2:13][N:12]([C:15]4[CH:16]=[N:17][CH:18]=[CH:19][C:20]=4[O:31][CH2:30][CH:27]4[CH2:28][CH2:29][N:24]([CH3:23])[CH2:25][CH2:26]4)[C:11]3=[O:22])[CH:8]=[CH:9][C:4]=2[N:3]=[CH:2]1. The catalyst class is: 11. (4) Reactant: [F:1][C:2]1([F:31])[CH2:7][CH2:6][N:5]([C:8]([C:10]2[CH:18]=[CH:17][C:16]3[N:15]([CH3:19])[C:14]4[CH2:20][CH2:21][N:22](C(OC(C)(C)C)=O)[CH2:23][C:13]=4[C:12]=3[CH:11]=2)=[O:9])[CH2:4][CH2:3]1.[ClH:32]. Product: [F:31][C:2]1([F:1])[CH2:7][CH2:6][N:5]([C:8]([C:10]2[CH:18]=[CH:17][C:16]3[N:15]([CH3:19])[C:14]4[CH2:20][CH2:21][NH:22][CH2:23][C:13]=4[C:12]=3[CH:11]=2)=[O:9])[CH2:4][CH2:3]1.[ClH:32]. The catalyst class is: 12. (5) Reactant: [F:1][C:2]1[CH:7]=[C:6]([CH3:8])[C:5]([S:9][CH2:10][C:11]([F:14])([F:13])[F:12])=[CH:4][C:3]=1[N:15]1[C:19]([NH:20][CH2:21][C:22]#[CH:23])=[CH:18][C:17]([O:24][CH2:25][C:26]([F:32])([F:31])[C:27]([F:30])([F:29])[F:28])=[N:16]1.ClC1C=CC=C(C(OO)=[O:41])C=1. Product: [F:1][C:2]1[CH:7]=[C:6]([CH3:8])[C:5]([S:9]([CH2:10][C:11]([F:12])([F:13])[F:14])=[O:41])=[CH:4][C:3]=1[N:15]1[C:19]([NH:20][CH2:21][C:22]#[CH:23])=[CH:18][C:17]([O:24][CH2:25][C:26]([F:31])([F:32])[C:27]([F:28])([F:29])[F:30])=[N:16]1. The catalyst class is: 22. (6) Reactant: [CH3:1][O:2][C:3]([C:5]1[CH:6]=[CH:7][C:8]([CH3:22])=[C:9]([N:11]2[C:16]([CH3:17])=[CH:15][C:14]([C:18](O)=[O:19])=[CH:13][C:12]2=[O:21])[CH:10]=1)=[O:4].C(N(CC)CC)C.ClC(OCC)=O.[BH4-].[Na+]. Product: [CH3:1][O:2][C:3](=[O:4])[C:5]1[CH:6]=[CH:7][C:8]([CH3:22])=[C:9]([N:11]2[C:16]([CH3:17])=[CH:15][C:14]([CH2:18][OH:19])=[CH:13][C:12]2=[O:21])[CH:10]=1. The catalyst class is: 20. (7) Reactant: [CH3:1][O:2][C:3](=[O:14])[C@H:4]([CH2:6][C:7]1[CH:12]=[CH:11][C:10]([OH:13])=[CH:9][CH:8]=1)[NH2:5].[CH3:15][C:16](=O)[CH2:17][CH2:18][C:19](=O)[CH3:20]. Product: [CH3:1][O:2][C:3](=[O:14])[C@@H:4]([N:5]1[C:19]([CH3:20])=[CH:18][CH:17]=[C:16]1[CH3:15])[CH2:6][C:7]1[CH:8]=[CH:9][C:10]([OH:13])=[CH:11][CH:12]=1. The catalyst class is: 626. (8) Reactant: [CH:1]([NH:4][C:5]([CH:7]1[CH2:12][CH2:11][N:10]([C:13]2[C:22]3[C:17](=[CH:18][N:19]=[CH:20][CH:21]=3)[CH:16]=[C:15]([C:23]3[CH:28]=[CH:27][N:26]=[C:25](Cl)[CH:24]=3)[N:14]=2)[CH2:9][CH2:8]1)=[O:6])([CH3:3])[CH3:2].[NH2:30][CH:31]1[CH2:36][CH2:35][O:34][CH2:33][CH2:32]1.C(O[Na])(C)(C)C. Product: [CH:1]([NH:4][C:5]([CH:7]1[CH2:12][CH2:11][N:10]([C:13]2[C:22]3[C:17](=[CH:18][N:19]=[CH:20][CH:21]=3)[CH:16]=[C:15]([C:23]3[CH:28]=[CH:27][N:26]=[C:25]([NH:30][CH:31]4[CH2:36][CH2:35][O:34][CH2:33][CH2:32]4)[CH:24]=3)[N:14]=2)[CH2:9][CH2:8]1)=[O:6])([CH3:3])[CH3:2]. The catalyst class is: 12. (9) Reactant: [C:1]([C:5]1[CH:29]=[C:8]2[N:9]=[C:10]([CH3:28])[C:11]([CH:20]([CH2:25][CH2:26][CH3:27])[C:21]([O:23][CH3:24])=[O:22])=[C:12]([C:13]3[CH:18]=[CH:17][C:16]([CH3:19])=[CH:15][CH:14]=3)[N:7]2[N:6]=1)([CH3:4])([CH3:3])[CH3:2].[Cl:30]N1C(=O)CCC1=O.C(OCC)(=O)C. Product: [C:1]([C:5]1[C:29]([Cl:30])=[C:8]2[N:9]=[C:10]([CH3:28])[C:11]([CH:20]([CH2:25][CH2:26][CH3:27])[C:21]([O:23][CH3:24])=[O:22])=[C:12]([C:13]3[CH:18]=[CH:17][C:16]([CH3:19])=[CH:15][CH:14]=3)[N:7]2[N:6]=1)([CH3:3])([CH3:4])[CH3:2]. The catalyst class is: 4.